Dataset: Forward reaction prediction with 1.9M reactions from USPTO patents (1976-2016). Task: Predict the product of the given reaction. (1) Given the reactants C1(C[N:8]([CH2:23][CH:24]([CH:26]2[CH2:31][CH2:30][C:29]3[CH:32]=[C:33]([F:36])[CH:34]=[CH:35][C:28]=3[O:27]2)[OH:25])[CH2:9][CH:10]([CH:12]2[CH2:17][CH2:16][C:15]3[CH:18]=[C:19]([F:22])[CH:20]=[CH:21][C:14]=3[O:13]2)[OH:11])C=CC=CC=1, predict the reaction product. The product is: [NH:8]([CH2:23][CH:24]([CH:26]1[CH2:31][CH2:30][C:29]2[CH:32]=[C:33]([F:36])[CH:34]=[CH:35][C:28]=2[O:27]1)[OH:25])[CH2:9][CH:10]([CH:12]1[CH2:17][CH2:16][C:15]2[CH:18]=[C:19]([F:22])[CH:20]=[CH:21][C:14]=2[O:13]1)[OH:11]. (2) Given the reactants [C:1]1(=[O:11])[NH:5][C:4](=[O:6])[C:3]2=[CH:7][CH:8]=[CH:9][CH:10]=[C:2]12.[K].Cl[CH2:14][C:15]1[O:19][N:18]=[C:17]([CH:20]([CH3:22])[CH3:21])[N:16]=1.O, predict the reaction product. The product is: [CH:20]([C:17]1[N:16]=[C:15]([CH2:14][N:5]2[C:1](=[O:11])[C:2]3[C:3](=[CH:7][CH:8]=[CH:9][CH:10]=3)[C:4]2=[O:6])[O:19][N:18]=1)([CH3:22])[CH3:21]. (3) Given the reactants [CH2:1]([O:3][C:4]([C:6]1[CH:10]=[C:9]([C:11]([O:13][CH2:14][CH3:15])=[O:12])[NH:8][N:7]=1)=[O:5])[CH3:2].C([O-])([O-])=O.[K+].[K+].Cl[CH2:23][C:24]([N:26]1[CH2:31][CH2:30][N:29]([C:32]2[CH:37]=[CH:36][C:35]([F:38])=[CH:34][CH:33]=2)[CH2:28][CH2:27]1)=[O:25].CN(C=O)C, predict the reaction product. The product is: [CH2:14]([O:13][C:11]([C:9]1[CH:10]=[C:6]([C:4]([O:3][CH2:1][CH3:2])=[O:5])[N:7]([CH2:23][C:24]([N:26]2[CH2:27][CH2:28][N:29]([C:32]3[CH:37]=[CH:36][C:35]([F:38])=[CH:34][CH:33]=3)[CH2:30][CH2:31]2)=[O:25])[N:8]=1)=[O:12])[CH3:15].